From a dataset of Reaction yield outcomes from USPTO patents with 853,638 reactions. Predict the reaction yield, written as a fraction of the theoretical maximum amount of product (1.0 means a 100% yield; for example, 0.34 means a 34% yield). The reactants are C([O:3][C:4]([C:6]1[C:10]2[CH:11]=[C:12]([Br:20])[C:13]([NH:15][S:16]([CH3:19])(=[O:18])=[O:17])=[CH:14][C:9]=2[O:8][C:7]=1[C:21]1[CH:26]=[CH:25][C:24]([F:27])=[CH:23][CH:22]=1)=[O:5])C.O[Li].O.Cl. The catalyst is O1CCOCC1.O.O. The product is [Br:20][C:12]1[C:13]([NH:15][S:16]([CH3:19])(=[O:17])=[O:18])=[CH:14][C:9]2[O:8][C:7]([C:21]3[CH:26]=[CH:25][C:24]([F:27])=[CH:23][CH:22]=3)=[C:6]([C:4]([OH:5])=[O:3])[C:10]=2[CH:11]=1. The yield is 0.960.